This data is from Aqueous solubility values for 9,982 compounds from the AqSolDB database. The task is: Regression/Classification. Given a drug SMILES string, predict its absorption, distribution, metabolism, or excretion properties. Task type varies by dataset: regression for continuous measurements (e.g., permeability, clearance, half-life) or binary classification for categorical outcomes (e.g., BBB penetration, CYP inhibition). For this dataset (solubility_aqsoldb), we predict Y. (1) The molecule is Nc1ccc(S(=O)(=O)O)cc1S(=O)(=O)O. The Y is -1.77 log mol/L. (2) The Y is -6.99 log mol/L. The drug is BrC1CC(Br)CC(Br)CC(Br)CC(Br)CC(Br)C1.